This data is from Full USPTO retrosynthesis dataset with 1.9M reactions from patents (1976-2016). The task is: Predict the reactants needed to synthesize the given product. (1) Given the product [ClH:20].[ClH:20].[NH2:8][CH:9]([CH2:18][CH3:19])[C:10]([C:12]1[CH:13]=[N:14][CH:15]=[CH:16][CH:17]=1)=[O:11], predict the reactants needed to synthesize it. The reactants are: C(OC([NH:8][CH:9]([CH2:18][CH3:19])[C:10]([C:12]1[CH:13]=[N:14][CH:15]=[CH:16][CH:17]=1)=[O:11])=O)(C)(C)C.[ClH:20]. (2) Given the product [CH:38]([N:11]1[CH2:12][CH2:13][C@@H:14]([NH:15][S:16]([C:19]2[CH:24]=[CH:23][C:22]([O:25][CH2:26][C:27]3[C:36]4[C:31](=[CH:32][CH:33]=[CH:34][CH:35]=4)[N:30]=[C:29]([CH3:37])[CH:28]=3)=[CH:21][CH:20]=2)(=[O:18])=[O:17])[C@@:9]([CH3:40])([C:7]([NH:6][OH:5])=[O:8])[CH2:10]1)=[O:39], predict the reactants needed to synthesize it. The reactants are: C([O:5][NH:6][C:7]([C@:9]1([CH3:40])[C@H:14]([NH:15][S:16]([C:19]2[CH:24]=[CH:23][C:22]([O:25][CH2:26][C:27]3[C:36]4[C:31](=[CH:32][CH:33]=[CH:34][CH:35]=4)[N:30]=[C:29]([CH3:37])[CH:28]=3)=[CH:21][CH:20]=2)(=[O:18])=[O:17])[CH2:13][CH2:12][N:11]([CH:38]=[O:39])[CH2:10]1)=[O:8])(C)(C)C.FC(F)(F)C(O)=O.